From a dataset of Catalyst prediction with 721,799 reactions and 888 catalyst types from USPTO. Predict which catalyst facilitates the given reaction. (1) Product: [C:11]1([O:7][C:6](=[O:8])[C:5]2[CH:9]=[CH:10][C:2]([NH2:1])=[CH:3][CH:4]=2)[CH:16]=[CH:15][CH:14]=[CH:13][CH:12]=1. Reactant: [NH2:1][C:2]1[CH:10]=[CH:9][C:5]([C:6]([OH:8])=[O:7])=[CH:4][CH:3]=1.[C:11]1(O)[CH:16]=[CH:15][CH:14]=[CH:13][CH:12]=1.C1CCC(N=C=NC2CCCCC2)CC1. The catalyst class is: 840. (2) Reactant: [C:1]([O:5][C:6]([N:8]1[CH2:12][CH2:11][CH:10]([C:13]2[CH:18]=[CH:17][C:16]([N:19]=[C:20]=[O:21])=[CH:15][CH:14]=2)[CH2:9]1)=[O:7])([CH3:4])([CH3:3])[CH3:2].C(N(CC)C(C)C)(C)C.[F:31][C:32]1([F:39])[CH2:37][CH2:36][CH:35]([OH:38])[CH2:34][CH2:33]1. Product: [C:1]([O:5][C:6]([N:8]1[CH2:12][CH2:11][CH:10]([C:13]2[CH:14]=[CH:15][C:16]([NH:19][C:20]([O:38][CH:35]3[CH2:36][CH2:37][C:32]([F:39])([F:31])[CH2:33][CH2:34]3)=[O:21])=[CH:17][CH:18]=2)[CH2:9]1)=[O:7])([CH3:4])([CH3:2])[CH3:3]. The catalyst class is: 1. (3) Reactant: O[Li:2].O.C[O:5][C:6](=[O:46])[CH2:7][C:8]1[CH:45]=[CH:44][CH:43]=[CH:42][C:9]=1[CH2:10][CH2:11][C:12]1[C:17]([C:18]([F:21])([F:20])[F:19])=[CH:16][N:15]=[C:14]([NH:22][C:23]2[CH:28]=[CH:27][C:26]([N:29]3[CH2:34][CH2:33][N:32]([C:35]([O:37][C:38]([CH3:41])([CH3:40])[CH3:39])=[O:36])[CH2:31][CH2:30]3)=[CH:25][CH:24]=2)[N:13]=1. Product: [C:38]([O:37][C:35]([N:32]1[CH2:31][CH2:30][N:29]([C:26]2[CH:27]=[CH:28][C:23]([NH:22][C:14]3[N:13]=[C:12]([CH2:11][CH2:10][C:9]4[CH:42]=[CH:43][CH:44]=[CH:45][C:8]=4[CH2:7][C:6]([O-:46])=[O:5])[C:17]([C:18]([F:19])([F:20])[F:21])=[CH:16][N:15]=3)=[CH:24][CH:25]=2)[CH2:34][CH2:33]1)=[O:36])([CH3:41])([CH3:39])[CH3:40].[Li+:2]. The catalyst class is: 278. (4) Reactant: [CH3:1][N:2]1[C:10]2[N:9]=[C:8]([O:11][C:12]3[CH:17]=[CH:16][CH:15]=[C:14]([O:18][C:19]([F:22])([F:21])[F:20])[CH:13]=3)[N:7](COCC[Si](C)(C)C)[C:6]=2[C:5](=[O:31])[N:4]([CH2:32][CH2:33][CH2:34][O:35]C2CCCCO2)[C:3]1=[O:42].Cl. Product: [OH:35][CH2:34][CH2:33][CH2:32][N:4]1[C:5](=[O:31])[C:6]2[NH:7][C:8]([O:11][C:12]3[CH:17]=[CH:16][CH:15]=[C:14]([O:18][C:19]([F:21])([F:22])[F:20])[CH:13]=3)=[N:9][C:10]=2[N:2]([CH3:1])[C:3]1=[O:42]. The catalyst class is: 8. (5) Reactant: [F:1][C:2]([F:29])([F:28])[C:3]1[CH:27]=[CH:26][C:6]([C:7]([NH:9][C:10]2[CH:11]=[CH:12][C:13]([O:16][C:17]3[CH:25]=[CH:24][C:20]([C:21]([OH:23])=O)=[CH:19][CH:18]=3)=[N:14][CH:15]=2)=[O:8])=[CH:5][CH:4]=1.Cl.C(N=C=NCCCN(C)C)C.O.ON1C2C=CC=CC=2N=N1.[CH2:53]([N:60]1[CH2:65][CH2:64][NH:63][CH2:62][CH2:61]1)[C:54]1[CH:59]=[CH:58][CH:57]=[CH:56][CH:55]=1.C(=O)(O)[O-].[Na+]. Product: [CH2:53]([N:60]1[CH2:65][CH2:64][N:63]([C:21]([C:20]2[CH:19]=[CH:18][C:17]([O:16][C:13]3[N:14]=[CH:15][C:10]([NH:9][C:7](=[O:8])[C:6]4[CH:26]=[CH:27][C:3]([C:2]([F:28])([F:29])[F:1])=[CH:4][CH:5]=4)=[CH:11][CH:12]=3)=[CH:25][CH:24]=2)=[O:23])[CH2:62][CH2:61]1)[C:54]1[CH:55]=[CH:56][CH:57]=[CH:58][CH:59]=1. The catalyst class is: 3. (6) Reactant: [F:1][C:2]([F:34])([F:33])[C:3]1[CH:32]=[CH:31][CH:30]=[CH:29][C:4]=1[O:5][CH:6]1[CH2:11][CH2:10][N:9]([C:12]2[N:17]=[CH:16][C:15]([C:18]3[CH:19]=[N:20][N:21]([CH2:23][C:24]([O:26]CC)=[O:25])[CH:22]=3)=[CH:14][N:13]=2)[CH2:8][CH2:7]1.[OH-].[Na+]. Product: [F:34][C:2]([F:1])([F:33])[C:3]1[CH:32]=[CH:31][CH:30]=[CH:29][C:4]=1[O:5][CH:6]1[CH2:11][CH2:10][N:9]([C:12]2[N:17]=[CH:16][C:15]([C:18]3[CH:19]=[N:20][N:21]([CH2:23][C:24]([OH:26])=[O:25])[CH:22]=3)=[CH:14][N:13]=2)[CH2:8][CH2:7]1. The catalyst class is: 5. (7) Reactant: [F:1][C:2]1[CH:7]=[C:6]([N:8]2[CH2:13][CH2:12][N:11]([CH2:14][CH2:15][OH:16])[CH2:10][CH2:9]2)[CH:5]=[CH:4][C:3]=1[NH:17][C:18]1[N:27]=[CH:26][C:25]2[C:20](=[C:21]([C:28]3[CH:29]=[C:30]([NH:34][C:35](=[O:38])[CH:36]=[CH2:37])[CH:31]=[CH:32][CH:33]=3)[CH:22]=[CH:23][CH:24]=2)[N:19]=1.[C:39]([OH:46])(=[O:45])/[CH:40]=[CH:41]\[C:42]([OH:44])=[O:43]. Product: [C:39]([OH:46])(=[O:45])/[CH:40]=[CH:41]\[C:42]([OH:44])=[O:43].[F:1][C:2]1[CH:7]=[C:6]([N:8]2[CH2:13][CH2:12][N:11]([CH2:14][CH2:15][OH:16])[CH2:10][CH2:9]2)[CH:5]=[CH:4][C:3]=1[NH:17][C:18]1[N:27]=[CH:26][C:25]2[C:20](=[C:21]([C:28]3[CH:29]=[C:30]([NH:34][C:35](=[O:38])[CH:36]=[CH2:37])[CH:31]=[CH:32][CH:33]=3)[CH:22]=[CH:23][CH:24]=2)[N:19]=1. The catalyst class is: 378. (8) Reactant: [CH2:1]([O:8][CH2:9][C@H:10]([C@H:13]([O:15][Si:16]([C:19]([CH3:22])([CH3:21])[CH3:20])([CH3:18])[CH3:17])[CH3:14])[CH2:11]O)[C:2]1[CH:7]=[CH:6][CH:5]=[CH:4][CH:3]=1.[C:23]([N:31]1[C:36](=[O:37])[C:35]([CH3:38])=[CH:34][NH:33][C:32]1=[O:39])(=[O:30])[C:24]1[CH:29]=[CH:28][CH:27]=[CH:26][CH:25]=1.C1(P(C2C=CC=CC=2)C2C=CC=CC=2)C=CC=CC=1.CC(OC(/N=N/C(OC(C)C)=O)=O)C. Product: [CH2:1]([O:8][CH2:9][C@@H:10]([CH2:11][N:33]1[CH:34]=[C:35]([CH3:38])[C:36](=[O:37])[N:31]([C:23](=[O:30])[C:24]2[CH:25]=[CH:26][CH:27]=[CH:28][CH:29]=2)[C:32]1=[O:39])[C@H:13]([O:15][Si:16]([C:19]([CH3:22])([CH3:21])[CH3:20])([CH3:18])[CH3:17])[CH3:14])[C:2]1[CH:7]=[CH:6][CH:5]=[CH:4][CH:3]=1. The catalyst class is: 1. (9) Reactant: [CH:1]1([NH:4][C:5]2[N:13]=[C:12]([C:14]([F:17])([F:16])[F:15])[N:11]=[C:10]3[C:6]=2[NH:7][CH:8]=[N:9]3)[CH2:3][CH2:2]1.[CH:35]1[CH:36]=[CH:31]C(P([C:31]2[CH:36]=[CH:35][CH:34]=[CH:33]C=2)[C:35]2[CH:36]=[CH:31]C=[CH:33][CH:34]=2)=[CH:33][CH:34]=1.C1(O)CCCC1. Product: [CH:1]1([NH:4][C:5]2[N:13]=[C:12]([C:14]([F:16])([F:15])[F:17])[N:11]=[C:10]3[C:6]=2[N:7]=[CH:8][N:9]3[CH:33]2[CH2:34][CH2:35][CH2:36][CH2:31]2)[CH2:2][CH2:3]1. The catalyst class is: 1.